This data is from Retrosynthesis with 50K atom-mapped reactions and 10 reaction types from USPTO. The task is: Predict the reactants needed to synthesize the given product. Given the product O=Cc1ccc2c(c1)NCCO2, predict the reactants needed to synthesize it. The reactants are: CC(C)(C)OC(=O)N1CCOc2ccc(C=O)cc21.